This data is from Full USPTO retrosynthesis dataset with 1.9M reactions from patents (1976-2016). The task is: Predict the reactants needed to synthesize the given product. (1) Given the product [Cl:7][C:8]1[C:9]([N:4]2[CH:5]=[CH:6][C:2]([I:1])=[N:3]2)=[CH:10][C:11]([O:14][CH3:15])=[N:12][CH:13]=1, predict the reactants needed to synthesize it. The reactants are: [I:1][C:2]1[CH:6]=[CH:5][NH:4][N:3]=1.[Cl:7][C:8]1[C:9](B(O)O)=[CH:10][C:11]([O:14][CH3:15])=[N:12][CH:13]=1.C(=O)([O-])[O-].[Cs+].[Cs+]. (2) Given the product [Cl:27][C:14]1[CH:13]=[C:12]([C:11]2[C:10]3[C:5](=[CH:6][C:7]([S:28]([NH:31][C:32]4[CH:36]=[CH:35][O:34][N:33]=4)(=[O:30])=[O:29])=[CH:8][CH:9]=3)[N:4]=[CH:3][C:2]=2[C:37]#[N:38])[C:17]([O:18][CH3:19])=[CH:16][C:15]=1[C:20]1[CH:25]=[CH:24][CH:23]=[C:22]([F:26])[CH:21]=1, predict the reactants needed to synthesize it. The reactants are: Br[C:2]1[CH:3]=[N:4][C:5]2[C:10]([C:11]=1[C:12]1[C:17]([O:18][CH3:19])=[CH:16][C:15]([C:20]3[CH:25]=[CH:24][CH:23]=[C:22]([F:26])[CH:21]=3)=[C:14]([Cl:27])[CH:13]=1)=[CH:9][CH:8]=[C:7]([S:28]([NH:31][C:32]1[CH:36]=[CH:35][O:34][N:33]=1)(=[O:30])=[O:29])[CH:6]=2.[C:37]([Zn]C#N)#[N:38]. (3) Given the product [Cl:1][C:2]1[CH:7]=[CH:6][CH:5]=[CH:4][C:3]=1[CH:8]([C:20]1[CH:28]=[CH:27][C:23]([C:24]([NH:33][CH:30]2[CH2:32][CH2:31]2)=[O:26])=[C:22]([F:29])[CH:21]=1)[CH2:9][C:10]([C:12]1[CH:17]=[CH:16][C:15](=[O:18])[N:14]([CH3:19])[CH:13]=1)=[O:11], predict the reactants needed to synthesize it. The reactants are: [Cl:1][C:2]1[CH:7]=[CH:6][CH:5]=[CH:4][C:3]=1[CH:8]([C:20]1[CH:28]=[CH:27][C:23]([C:24]([OH:26])=O)=[C:22]([F:29])[CH:21]=1)[CH2:9][C:10]([C:12]1[CH:17]=[CH:16][C:15](=[O:18])[N:14]([CH3:19])[CH:13]=1)=[O:11].[CH:30]1([NH2:33])[CH2:32][CH2:31]1.CN([P+](ON1N=NC2C=CC=CC1=2)(N(C)C)N(C)C)C.F[P-](F)(F)(F)(F)F. (4) Given the product [CH:15]([C@H:9]1[CH2:10][CH2:11][CH2:12][C@H:13]([CH3:14])[NH:8]1)=[CH:16][CH2:17][CH3:18], predict the reactants needed to synthesize it. The reactants are: C([N:8]1[C@@H:13]([CH3:14])[CH2:12][CH2:11][CH2:10][C@@H:9]1[CH:15]=[CH:16][CH2:17][CH3:18])(OC(C)(C)C)=O. (5) Given the product [ClH:1].[C:7]([O:11][C:12](=[O:39])[C@@H:13]([N:19]1[C:27](=[O:28])[C:26]2[C:21](=[CH:22][CH:23]=[CH:24][C:25]=2[CH2:29][NH2:30])[C:20]1=[O:38])[CH2:14][CH2:15][C:16](=[O:18])[NH2:17])([CH3:10])([CH3:8])[CH3:9], predict the reactants needed to synthesize it. The reactants are: [ClH:1].CCOCC.[C:7]([O:11][C:12](=[O:39])[C@@H:13]([N:19]1[C:27](=[O:28])[C:26]2[C:21](=[CH:22][CH:23]=[CH:24][C:25]=2[CH2:29][NH:30]C(OC(C)(C)C)=O)[C:20]1=[O:38])[CH2:14][CH2:15][C:16](=[O:18])[NH2:17])([CH3:10])([CH3:9])[CH3:8]. (6) Given the product [CH:1]([O:4][C:5]1[CH:10]=[CH:9][N:8]=[C:7]2[NH:11][CH:12]=[C:13]([CH:14]=[CH:15][C:16]([NH2:18])=[O:17])[C:6]=12)([CH3:3])[CH3:2], predict the reactants needed to synthesize it. The reactants are: [CH:1]([O:4][C:5]1[CH:10]=[CH:9][N:8]=[C:7]2[N:11](S(C3C=CC(C)=CC=3)(=O)=O)[CH:12]=[C:13]([CH:14]=[CH:15][C:16]([NH2:18])=[O:17])[C:6]=12)([CH3:3])[CH3:2].CCCC[N+](CCCC)(CCCC)CCCC.[F-]. (7) Given the product [F:1][C:2]1[CH:10]=[CH:9][C:8]([I:11])=[CH:7][C:3]=1[C:4]([O:6][CH3:12])=[O:5], predict the reactants needed to synthesize it. The reactants are: [F:1][C:2]1[CH:10]=[CH:9][C:8]([I:11])=[CH:7][C:3]=1[C:4]([OH:6])=[O:5].[CH3:12]OS(OC)(=O)=O.C([O-])([O-])=O.[K+].[K+]. (8) The reactants are: [CH2:1]([C:3]1[CH:9]=[C:8]([C:10]2[CH:11]=[N:12][N:13]([CH3:15])[CH:14]=2)[CH:7]=[CH:6][C:4]=1[NH2:5])[CH3:2].Cl[C:17]1[N:22]=[CH:21][C:20]2[N:23]=[CH:24][N:25]([CH3:26])[C:19]=2[CH:18]=1.C1(P(C2CCCCC2)C2C=CC=CC=2C2C(C(C)C)=CC(C(C)C)=CC=2C(C)C)CCCCC1.CC(C)([O-])C.[Na+]. Given the product [CH2:1]([C:3]1[CH:9]=[C:8]([C:10]2[CH:11]=[N:12][N:13]([CH3:15])[CH:14]=2)[CH:7]=[CH:6][C:4]=1[NH:5][C:17]1[N:22]=[CH:21][C:20]2[N:23]=[CH:24][N:25]([CH3:26])[C:19]=2[CH:18]=1)[CH3:2], predict the reactants needed to synthesize it. (9) Given the product [CH:4]1[C:3]2[C:8]3[CH:13]=[CH:12][CH:11]=[CH:10][C:9]=3[O:14][C:2]=2[CH:7]=[CH:6][N:5]=1, predict the reactants needed to synthesize it. The reactants are: Cl[C:2]1[CH:7]=[CH:6][N:5]=[CH:4][C:3]=1[C:8]1[CH:13]=[CH:12][CH:11]=[CH:10][C:9]=1[OH:14].CC(N(C)C)=O.[OH-].[Na+].